This data is from Full USPTO retrosynthesis dataset with 1.9M reactions from patents (1976-2016). The task is: Predict the reactants needed to synthesize the given product. (1) Given the product [CH2:1]([O:3][C:4](=[O:29])[CH2:5][N:6]1[C:14]2[C:9](=[C:10]([Cl:15])[CH:11]=[CH:12][CH:13]=2)[C:8]2([CH2:16][O:17][C:19]3[CH:20]=[C:21]4[C:22](=[CH:26][C:18]2=3)[CH2:23][CH2:24][O:25]4)[C:7]1=[O:28])[CH3:2], predict the reactants needed to synthesize it. The reactants are: [CH2:1]([O:3][C:4](=[O:29])[CH2:5][N:6]1[C:14]2[C:9](=[C:10]([Cl:15])[CH:11]=[CH:12][CH:13]=2)[C:8]([C:18]2[C:19](O)=[CH:20][C:21]3[O:25][CH2:24][CH2:23][C:22]=3[CH:26]=2)([CH2:16][OH:17])[C:7]1=[O:28])[CH3:2].ClC1C=CC(Cl)=C2C=1C(C1C(O)=CC3OCOC=3C=1)(CO)C(=O)N2CCCCC. (2) Given the product [CH2:31]([C@@H:26]1[NH:25][CH2:30][CH2:29][N:28]([C:2]2[CH:3]=[CH:4][C:5]([O:16][CH3:17])=[C:6]([O:7][CH:8]3[CH2:13][CH2:12][N:11]([CH3:14])[CH2:10][CH2:9]3)[CH:15]=2)[CH2:27]1)[C:32]1[CH:33]=[CH:34][CH:35]=[CH:36][CH:37]=1, predict the reactants needed to synthesize it. The reactants are: Br[C:2]1[CH:3]=[CH:4][C:5]([O:16][CH3:17])=[C:6]([CH:15]=1)[O:7][CH:8]1[CH2:13][CH2:12][N:11]([CH3:14])[CH2:10][CH2:9]1.C(OC([N:25]1[CH2:30][CH2:29][NH:28][CH2:27][C@@H:26]1[CH2:31][C:32]1[CH:37]=[CH:36][CH:35]=[CH:34][CH:33]=1)=O)(C)(C)C. (3) Given the product [Br:16][C:17]1[CH:18]=[CH:19][C:20]2[N:24]=[C:23]([O:8][CH2:7][CH:5]3[CH2:4][O:3][C:2]([CH3:9])([CH3:1])[O:6]3)[N:22]([C:29]3[CH:34]=[CH:33][N:32]=[C:31]([NH2:35])[N:30]=3)[C:21]=2[CH:36]=1, predict the reactants needed to synthesize it. The reactants are: [CH3:1][C:2]1([CH3:9])[O:6][CH:5]([CH2:7][OH:8])[CH2:4][O:3]1.C(=O)([O-])[O-].[Cs+].[Cs+].[Br:16][C:17]1[CH:18]=[CH:19][C:20]2[N:24]=[C:23](C(Cl)(Cl)Cl)[N:22]([C:29]3[CH:34]=[CH:33][N:32]=[C:31]([NH2:35])[N:30]=3)[C:21]=2[CH:36]=1.